This data is from Cav3 T-type calcium channel HTS with 100,875 compounds. The task is: Binary Classification. Given a drug SMILES string, predict its activity (active/inactive) in a high-throughput screening assay against a specified biological target. (1) The molecule is O=c1n(nc2c3c(c4c2cccc4)cccc13)c1ccccc1. The result is 0 (inactive). (2) The compound is Fc1cc2c3ncnc(NCCN4CCOCC4)c3[nH]c2cc1. The result is 0 (inactive). (3) The drug is OC(=O)C1C2CC(C1C(=O)Nc1ccc(cc1)C(=O)NCC1OCCC1)C=C2. The result is 0 (inactive). (4) The compound is O=C(n1c2c(c(=O)[nH]c3c1nccc3)cccc2)CN1C(CCCC1)CN(CC)CC. The result is 0 (inactive).